Dataset: Catalyst prediction with 721,799 reactions and 888 catalyst types from USPTO. Task: Predict which catalyst facilitates the given reaction. (1) Reactant: N(C(OC(C)C)=O)=NC(OC(C)C)=O.[CH2:15]([O:22][C:23]([N:25]1[CH2:30][CH2:29][N:28]([C:31]2[CH:36]=[CH:35][CH:34]=[CH:33][C:32]=2[OH:37])[CH2:27][CH2:26]1)=[O:24])[C:16]1[CH:21]=[CH:20][CH:19]=[CH:18][CH:17]=1.[C:38]([O:42][C:43]([N:45]1[CH2:50][CH2:49][CH:48](O)[CH2:47][CH2:46]1)=[O:44])([CH3:41])([CH3:40])[CH3:39].C1(P(C2C=CC=CC=2)C2C=CC=CC=2)C=CC=CC=1. Product: [CH2:15]([O:22][C:23]([N:25]1[CH2:30][CH2:29][N:28]([C:31]2[CH:36]=[CH:35][CH:34]=[CH:33][C:32]=2[O:37][CH:48]2[CH2:49][CH2:50][N:45]([C:43]([O:42][C:38]([CH3:41])([CH3:40])[CH3:39])=[O:44])[CH2:46][CH2:47]2)[CH2:27][CH2:26]1)=[O:24])[C:16]1[CH:17]=[CH:18][CH:19]=[CH:20][CH:21]=1. The catalyst class is: 1. (2) Reactant: [C:1]([N:4]1[C:12]2[C:7](=[CH:8][C:9]([Br:17])=[C:10]([S:13](Cl)(=[O:15])=[O:14])[CH:11]=2)[CH2:6][CH2:5]1)(=[O:3])[CH3:2].[NH:18]1[CH2:22][CH2:21][CH2:20][CH2:19]1. Product: [Br:17][C:9]1[CH:8]=[C:7]2[C:12](=[CH:11][C:10]=1[S:13]([N:18]1[CH2:22][CH2:21][CH2:20][CH2:19]1)(=[O:15])=[O:14])[N:4]([C:1](=[O:3])[CH3:2])[CH2:5][CH2:6]2. The catalyst class is: 1. (3) Product: [Cl:29][C:27]1[CH:15]=[CH:14][C:4]([CH2:3][NH:2][C:8]([C:6]2[C:5](=[O:13])[C:4]3[CH:14]=[C:15]([CH2:17][N:18]([CH2:19][CH:20]([C:30]4[O:32][CH:33]=[CH:34][CH:31]=4)[OH:21])[CH3:23])[O:16][C:3]=3[N:2]([CH3:1])[CH:7]=2)=[O:10])=[CH:5][CH:6]=1. Reactant: [CH3:1][N:2]1[CH:7]=[C:6]([C:8]([O:10]CC)=O)[C:5](=[O:13])[C:4]2[CH:14]=[C:15]([CH2:17][N:18]3[CH2:23]C[O:21][CH2:20][CH2:19]3)[O:16][C:3]1=2.C(O[C:27]([Cl:29])=O)C.[CH2:30]([O:32][CH2:33][CH3:34])[CH3:31]. The catalyst class is: 22.